This data is from Forward reaction prediction with 1.9M reactions from USPTO patents (1976-2016). The task is: Predict the product of the given reaction. (1) Given the reactants C(OC(N[C@H:9]([C:25]([NH:27][C:28]1[CH:29]=[N:30][CH:31]=[C:32]([F:51])[C:33]=1[CH2:34][CH2:35][C@H:36]1[O:41][CH2:40][C@@H:39]([CH2:42][OH:43])[N:38](C(OC(C)(C)C)=O)[CH2:37]1)=[O:26])[CH:10]([C:18]1[CH:23]=[CH:22][C:21]([F:24])=[CH:20][CH:19]=1)[C:11]1[CH:16]=[CH:15][C:14]([F:17])=[CH:13][CH:12]=1)=O)(C)(C)C.[C:52](N1C=CN=C1)(N1C=CN=C1)=[O:53].[Cl:64][C:65]1[N:70]=[C:69]([CH2:71][NH2:72])[CH:68]=[CH:67][CH:66]=1, predict the reaction product. The product is: [Cl:64][C:65]1[N:70]=[C:69]([CH2:71][NH:72][C:52](=[O:53])[O:43][CH2:42][C@@H:39]2[CH2:40][O:41][C@H:36]([CH2:35][CH2:34][C:33]3[C:32]([F:51])=[CH:31][N:30]=[CH:29][C:28]=3[NH:27][C:25](=[O:26])[CH2:9][CH:10]([C:11]3[CH:16]=[CH:15][C:14]([F:17])=[CH:13][CH:12]=3)[C:18]3[CH:19]=[CH:20][C:21]([F:24])=[CH:22][CH:23]=3)[CH2:37][NH:38]2)[CH:68]=[CH:67][CH:66]=1. (2) Given the reactants [NH2:1][CH:2]1[C:8](=[O:9])[N:7]([CH3:10])[C:6]2[CH:11]=[CH:12][CH:13]=[CH:14][C:5]=2[C:4]([N:15]2[CH2:20][CH2:19][CH:18]([C:21]([F:24])([F:23])[F:22])[CH2:17][CH2:16]2)=[N:3]1.[F:25][C:26]1[CH:27]=[C:28]([CH2:33][C@H:34]([CH3:38])[C:35](O)=[O:36])[CH:29]=[CH:30][C:31]=1[F:32], predict the reaction product. The product is: [F:25][C:26]1[CH:27]=[C:28]([CH2:33][C@H:34]([CH3:38])[C:35]([NH:1][CH:2]2[N:3]=[C:4]([N:15]3[CH2:16][CH2:17][CH:18]([C:21]([F:24])([F:23])[F:22])[CH2:19][CH2:20]3)[C:5]3[CH:14]=[CH:13][CH:12]=[CH:11][C:6]=3[N:7]([CH3:10])[C:8]2=[O:9])=[O:36])[CH:29]=[CH:30][C:31]=1[F:32].